Dataset: Reaction yield outcomes from USPTO patents with 853,638 reactions. Task: Predict the reaction yield, written as a fraction of the theoretical maximum amount of product (1.0 means a 100% yield; for example, 0.34 means a 34% yield). The reactants are [Mg].II.Cl[CH2:5][CH2:6][CH2:7][CH2:8][O:9][CH3:10].[Cl:11][C:12]1[C:13]([F:33])=[C:14]([CH:30]=[CH:31][CH:32]=1)[C:15]([C@@H:17]1[CH2:22][CH2:21][CH2:20][N:19]([C:23]([O:25][C:26]([CH3:29])([CH3:28])[CH3:27])=[O:24])[CH2:18]1)=[O:16]. The catalyst is C1COCC1. The product is [Cl:11][C:12]1[C:13]([F:33])=[C:14]([C@:15]([C@@H:17]2[CH2:22][CH2:21][CH2:20][N:19]([C:23]([O:25][C:26]([CH3:28])([CH3:27])[CH3:29])=[O:24])[CH2:18]2)([OH:16])[CH2:5][CH2:6][CH2:7][CH2:8][O:9][CH3:10])[CH:30]=[CH:31][CH:32]=1. The yield is 0.750.